From a dataset of Reaction yield outcomes from USPTO patents with 853,638 reactions. Predict the reaction yield, written as a fraction of the theoretical maximum amount of product (1.0 means a 100% yield; for example, 0.34 means a 34% yield). (1) The reactants are C1(N2C(=O)C3SC=[C:16]([C:17]4[CH:22]=[CH:21][CH:20]=[CH:19][CH:18]=4)[C:10]=3[N:9]=[CH:8]2)C=CC=CC=1.[NH2:23][C:24]1[C:28]([C:29]2[CH:34]=[CH:33][CH:32]=[CH:31][C:30]=2[CH3:35])=[CH:27][S:26][C:25]=1[C:36]([O:38]C)=O.C(OCC)(OCC)OCC.C1(N)CCCCCCC1. The catalyst is C(O)(=O)C. The product is [CH:10]1([N:9]2[C:36](=[O:38])[C:25]3[S:26][CH:27]=[C:28]([C:29]4[CH:34]=[CH:33][CH:32]=[CH:31][C:30]=4[CH3:35])[C:24]=3[N:23]=[CH:8]2)[CH2:16][CH2:17][CH2:22][CH2:21][CH2:20][CH2:19][CH2:18]1. The yield is 0.606. (2) The reactants are [CH2:1]([O:3][C:4]([C@H:6]1[C@@H:11]([NH2:12])[C@H:10]2[CH2:13][C@@H:7]1[CH2:8][CH2:9]2)=[O:5])[CH3:2].[CH:14](=O)[CH2:15][CH:16]([CH3:18])[CH3:17].C([BH3-])#N.[Na+].C(=O)(O)[O-].[Na+]. The catalyst is CO.C(O)(=O)C. The product is [CH2:1]([O:3][C:4]([C@H:6]1[C@@H:11]([NH:12][CH2:14][CH2:15][CH:16]([CH3:18])[CH3:17])[C@H:10]2[CH2:13][C@@H:7]1[CH2:8][CH2:9]2)=[O:5])[CH3:2]. The yield is 0.630. (3) The reactants are [NH2:1][C:2]1[S:3][CH:4]=[CH:5][N:6]=1.[CH:7]1[C:12]([S:13](Cl)(=[O:15])=[O:14])=[CH:11][CH:10]=[C:9]([I:17])[CH:8]=1.Cl.S1C(N)=NC=N1. The catalyst is N1C=CC=CC=1. The product is [I:17][C:9]1[CH:8]=[CH:7][C:12]([S:13]([NH:1][C:2]2[S:3][CH:4]=[CH:5][N:6]=2)(=[O:15])=[O:14])=[CH:11][CH:10]=1. The yield is 0.380. (4) The reactants are [Cl:1][C:2]1[C:19]([C:20]([F:23])([F:22])[F:21])=[CH:18][CH:17]=[CH:16][C:3]=1[CH2:4][N:5]1[C@@H:10]([CH3:11])[CH2:9][N:8]=[C:7](OCC)[C:6]1=[O:15].[F:24][C:25]1[CH:34]=[CH:33][C:28]([C:29]([NH:31][NH2:32])=O)=[CH:27][CH:26]=1. The catalyst is C(O)CCC. The product is [Cl:1][C:2]1[C:19]([C:20]([F:21])([F:22])[F:23])=[CH:18][CH:17]=[CH:16][C:3]=1[CH2:4][N:5]1[C@@H:10]([CH3:11])[CH2:9][N:8]2[C:29]([C:28]3[CH:33]=[CH:34][C:25]([F:24])=[CH:26][CH:27]=3)=[N:31][N:32]=[C:7]2[C:6]1=[O:15]. The yield is 0.580. (5) The product is [C:12]12([C:22](=[O:32])[CH2:23][S:24]([C:25]3[CH:30]=[CH:29][C:28]([CH3:31])=[CH:27][CH:26]=3)=[O:9])[CH2:21][CH:16]3[CH2:17][CH:18]([CH2:20][CH:14]([CH2:15]3)[CH2:13]1)[CH2:19]2. The reactants are C1C=C(Cl)C=C(C(OO)=[O:9])C=1.[C:12]12([C:22](=[O:32])[CH2:23][S:24][C:25]3[CH:30]=[CH:29][C:28]([CH3:31])=[CH:27][CH:26]=3)[CH2:21][CH:16]3[CH2:17][CH:18]([CH2:20][CH:14]([CH2:15]3)[CH2:13]1)[CH2:19]2. The yield is 0.670. The catalyst is C(Cl)Cl. (6) The reactants are [C:1]1([C:7]2[C:15]3[C:10](=[CH:11][C:12]([O:16][CH2:17][CH2:18][CH2:19][C:20]4[CH:25]=[CH:24][CH:23]=[CH:22][CH:21]=4)=[CH:13][CH:14]=3)[C:9](=[O:26])[CH:8]=2)[CH:6]=[CH:5][CH:4]=[CH:3][CH:2]=1.[Br:27]N1C(=O)CCC1=O.N(C(C)(C)C#N)=NC(C)(C)C#N. The catalyst is C(Cl)(Cl)(Cl)Cl.[W]. The product is [Br:27][C:8]1[C:9](=[O:26])[C:10]2[C:15]([C:7]=1[C:1]1[CH:2]=[CH:3][CH:4]=[CH:5][CH:6]=1)=[CH:14][CH:13]=[C:12]([O:16][CH2:17][CH2:18][CH2:19][C:20]1[CH:25]=[CH:24][CH:23]=[CH:22][CH:21]=1)[CH:11]=2. The yield is 0.600.